The task is: Predict the reactants needed to synthesize the given product.. This data is from Full USPTO retrosynthesis dataset with 1.9M reactions from patents (1976-2016). (1) The reactants are: [F:1][C:2]1[C:3]([O:32][CH3:33])=[C:4]([C@H:8]([CH2:30][CH3:31])[CH2:9][C@@:10]([C:26]([F:29])([F:28])[F:27])([OH:25])[CH:11]=NC2C=C(F)C=C3C=2C=CC(C)=N3)[CH:5]=[CH:6][CH:7]=1.B(Br)(Br)Br.C([O-])(O)=[O:39].[Na+]. Given the product [F:1][C:2]1[C:3]([O:32][CH3:33])=[C:4]([C@H:8]([CH2:30][CH3:31])[CH2:9][C@:10]([OH:25])([C:26]([F:27])([F:28])[F:29])[CH:11]=[O:39])[CH:5]=[CH:6][CH:7]=1, predict the reactants needed to synthesize it. (2) Given the product [CH3:10][O:11][C:12]1[CH:13]=[C:14]([CH:15]=[CH:16][CH:17]=1)[O:18][C:2]1[CH:9]=[CH:8][C:5]([CH:6]=[O:7])=[CH:4][CH:3]=1, predict the reactants needed to synthesize it. The reactants are: F[C:2]1[CH:9]=[CH:8][C:5]([CH:6]=[O:7])=[CH:4][CH:3]=1.[CH3:10][O:11][C:12]1[CH:13]=[C:14]([OH:18])[CH:15]=[CH:16][CH:17]=1.C(=O)([O-])[O-].[Cs+].[Cs+]. (3) Given the product [Cl:11][C:9]1[C:8]([CH2:12][C:13]2[CH:18]=[CH:17][C:16]([O:19][CH2:20][CH3:21])=[CH:15][CH:14]=2)=[CH:7][C:6]([C@H:22]2[C@H:23]([O:52][CH2:53][C:54]3[CH:59]=[CH:58][CH:57]=[CH:56][CH:55]=3)[C@@H:24]([O:44][CH2:45][C:46]3[CH:51]=[CH:50][CH:49]=[CH:48][CH:47]=3)[C@H:25]([O:36][CH2:37][C:38]3[CH:43]=[CH:42][CH:41]=[CH:40][CH:39]=3)[C@@H:26]([CH2:28][O:29][CH2:30][CH2:31][CH2:32][CH2:33][CH2:34][OH:35])[O:27]2)=[C:5]([OH:4])[CH:10]=1, predict the reactants needed to synthesize it. The reactants are: C([O:4][C:5]1[CH:10]=[C:9]([Cl:11])[C:8]([CH2:12][C:13]2[CH:18]=[CH:17][C:16]([O:19][CH2:20][CH3:21])=[CH:15][CH:14]=2)=[CH:7][C:6]=1[C@@H:22]1[O:27][C@H:26]([CH2:28][O:29][CH2:30][CH2:31][CH2:32][CH2:33][CH2:34][OH:35])[C@@H:25]([O:36][CH2:37][C:38]2[CH:43]=[CH:42][CH:41]=[CH:40][CH:39]=2)[C@H:24]([O:44][CH2:45][C:46]2[CH:51]=[CH:50][CH:49]=[CH:48][CH:47]=2)[C@H:23]1[O:52][CH2:53][C:54]1[CH:59]=[CH:58][CH:57]=[CH:56][CH:55]=1)C=C.[BH4-].[Na+]. (4) The reactants are: Cl.Cl.[Cl:3]C1C=CC(C2C3C4CCNCCC4NC=3C=CC=2)=CC=1.Cl.Cl.[Cl:26][C:27]1[CH:28]=[C:29]([C:33]2[C:34]3[C:35]4[CH2:46][CH2:45][NH:44][CH2:43][CH2:42][C:36]=4[NH:37][C:38]=3[CH:39]=[CH:40][CH:41]=2)[CH:30]=[CH:31][CH:32]=1. Given the product [ClH:3].[ClH:26].[Cl:26][C:27]1[CH:28]=[C:29]([C:33]2[C:34]3[C@@H:35]4[CH2:46][CH2:45][NH:44][CH2:43][CH2:42][C@@H:36]4[NH:37][C:38]=3[CH:39]=[CH:40][CH:41]=2)[CH:30]=[CH:31][CH:32]=1, predict the reactants needed to synthesize it. (5) The reactants are: Cl.[CH:2]1([NH:8][NH2:9])[CH2:7][CH2:6][CH2:5][CH2:4][CH2:3]1.[CH2:10]([O:12][C:13](=[O:21])[CH:14]([C:18](=O)[CH3:19])[C:15](=O)[CH3:16])[CH3:11].N1C=CC=CC=1. Given the product [CH2:10]([O:12][C:13]([C:14]1[C:15]([CH3:16])=[N:9][N:8]([CH:2]2[CH2:7][CH2:6][CH2:5][CH2:4][CH2:3]2)[C:18]=1[CH3:19])=[O:21])[CH3:11], predict the reactants needed to synthesize it. (6) Given the product [CH2:16]([O:13][C:9]1[CH:10]=[CH:11][C:12]2[N:4]3[CH2:3][CH2:2][CH2:1][C:5]3=[CH:6][C:7]=2[CH:8]=1)[CH3:17], predict the reactants needed to synthesize it. The reactants are: [CH2:1]1[C:5]2=[CH:6][C:7]3[CH:8]=[C:9]([OH:13])[CH:10]=[CH:11][C:12]=3[N:4]2[CH2:3][CH2:2]1.[H-].[Na+].[CH2:16](I)[CH3:17]. (7) Given the product [F:1][C:2]1[CH:7]=[C:6]([O:8][C:26]2[CH:31]=[CH:30][N:29]=[C:28]3[CH:32]=[C:33]([I:35])[S:34][C:27]=23)[C:5]([F:9])=[CH:4][C:3]=1[C:10]1[C:11](=[O:24])[N:12]([CH3:23])[C:13]([NH:16][C:17]2[CH:22]=[CH:21][CH:20]=[CH:19][CH:18]=2)=[N:14][CH:15]=1, predict the reactants needed to synthesize it. The reactants are: [F:1][C:2]1[CH:7]=[C:6]([OH:8])[C:5]([F:9])=[CH:4][C:3]=1[C:10]1[C:11](=[O:24])[N:12]([CH3:23])[C:13]([NH:16][C:17]2[CH:22]=[CH:21][CH:20]=[CH:19][CH:18]=2)=[N:14][CH:15]=1.Cl[C:26]1[CH:31]=[CH:30][N:29]=[C:28]2[CH:32]=[C:33]([I:35])[S:34][C:27]=12.